From a dataset of Full USPTO retrosynthesis dataset with 1.9M reactions from patents (1976-2016). Predict the reactants needed to synthesize the given product. (1) Given the product [Cl:1][C:2]1[CH:3]=[N:4][CH:5]=[C:6]([Cl:32])[C:7]=1[S:8][C:9]1[S:13][C:12]([C:14]([NH:16][CH:17]2[CH2:21][CH2:20][NH:19][CH2:18]2)=[O:15])=[CH:11][C:10]=1[N+:29]([O-:31])=[O:30], predict the reactants needed to synthesize it. The reactants are: [Cl:1][C:2]1[CH:3]=[N:4][CH:5]=[C:6]([Cl:32])[C:7]=1[S:8][C:9]1[S:13][C:12]([C:14]([NH:16][CH:17]2[CH2:21][CH2:20][N:19](C(OC(C)(C)C)=O)[CH2:18]2)=[O:15])=[CH:11][C:10]=1[N+:29]([O-:31])=[O:30].Cl. (2) Given the product [N+:1]([C:4]1[CH:5]=[CH:6][C:7]2[N:13]=[C:28]([C:27]3[CH:31]=[CH:32][C:24]([C:20]([CH3:23])([CH3:22])[CH3:21])=[CH:25][CH:26]=3)[O:10][C:9](=[O:11])[C:8]=2[CH:12]=1)([O-:3])=[O:2], predict the reactants needed to synthesize it. The reactants are: [N+:1]([C:4]1[CH:12]=[C:8]([C:9]([OH:11])=[O:10])[C:7]([NH2:13])=[CH:6][CH:5]=1)([O-:3])=[O:2].N1C=CC=CC=1.[C:20]([C:24]1[CH:32]=[CH:31][C:27]([C:28](Cl)=O)=[CH:26][CH:25]=1)([CH3:23])([CH3:22])[CH3:21].O1C2C=CC=CC=2CC(=O)N1.C(Cl)(=O)C(Cl)=O. (3) Given the product [CH3:14][O:13][S:10]([O-:15])(=[O:12])=[O:11].[Br:1][C:2]1[C:3]([CH3:9])=[N+:4]([O:8][CH3:14])[CH:5]=[CH:6][CH:7]=1, predict the reactants needed to synthesize it. The reactants are: [Br:1][C:2]1[CH:7]=[CH:6][CH:5]=[N+:4]([O-:8])[C:3]=1[CH3:9].[S:10]([O:15]C)([O:13][CH3:14])(=[O:12])=[O:11]. (4) Given the product [CH2:13]([C:11]12[CH2:4][O:3][C:1]([CH3:2])([O:6][CH2:7]1)[O:9][CH2:10]2)[OH:12], predict the reactants needed to synthesize it. The reactants are: [C:1]([O:9][CH2:10][CH3:11])([O:6][CH2:7]C)([O:3][CH2:4]C)[CH3:2].[OH:12][CH2:13]C(CO)(CO)CO.C(O)C. (5) Given the product [CH3:17][O:18][C:19](=[O:23])[C@H:20]([CH3:22])[NH:21][C:13](=[O:15])[C@H:11]([CH3:12])[NH:10][C:8](=[O:9])[CH2:7][C:1]1[CH:2]=[CH:3][CH:4]=[CH:5][CH:6]=1, predict the reactants needed to synthesize it. The reactants are: [C:1]1([CH2:7][C:8]([NH:10][C@H:11]([C:13]([OH:15])=O)[CH3:12])=[O:9])[CH:6]=[CH:5][CH:4]=[CH:3][CH:2]=1.Cl.[CH3:17][O:18][C:19](=[O:23])[C@H:20]([CH3:22])[NH2:21]. (6) Given the product [CH:28]1([O:27][C:25](=[O:26])[NH:16][CH2:15][C:12]2([C:10]3[N:11]=[C:4]4[C:3]([O:2][CH3:1])=[CH:8][CH:7]=[CH:6][N:5]4[N:9]=3)[CH2:14][CH2:13]2)[CH2:32][CH2:31][CH2:30][CH2:29]1, predict the reactants needed to synthesize it. The reactants are: [CH3:1][O:2][C:3]1[C:4]2[N:5]([N:9]=[C:10]([C:12]3([CH2:15][NH2:16])[CH2:14][CH2:13]3)[N:11]=2)[CH:6]=[CH:7][CH:8]=1.CCN(CC)CC.Cl[C:25]([O:27][CH:28]1[CH2:32][CH2:31][CH2:30][CH2:29]1)=[O:26].C([O-])(O)=O.[Na+]. (7) Given the product [F:15][CH2:16][CH2:17][CH2:18][C:19]1[CH:24]=[CH:23][C:22]([S:25]([NH:14][C:11]2[CH:10]=[CH:9][C:8]([CH:6]3[CH2:5][N:4]([CH2:1][CH2:2][CH3:3])[CH2:7]3)=[CH:13][CH:12]=2)(=[O:27])=[O:26])=[CH:21][CH:20]=1, predict the reactants needed to synthesize it. The reactants are: [CH2:1]([N:4]1[CH2:7][CH:6]([C:8]2[CH:13]=[CH:12][C:11]([NH2:14])=[CH:10][CH:9]=2)[CH2:5]1)[CH2:2][CH3:3].[F:15][CH2:16][CH2:17][CH2:18][C:19]1[CH:24]=[CH:23][C:22]([S:25](Cl)(=[O:27])=[O:26])=[CH:21][CH:20]=1. (8) Given the product [CH2:33]([N:5]([CH2:1][CH:2]([CH3:4])[CH3:3])[C:6]1[CH:11]=[CH:10][C:9]([C:12]2[C:13]([C:19]([OH:21])=[O:20])=[C:14]([CH3:18])[CH:15]=[CH:16][CH:17]=2)=[CH:8][C:7]=1[NH:23][C:24]([NH:26][C:27]1[O:31][N:30]=[C:29]([CH3:32])[CH:28]=1)=[O:25])[CH:34]([CH3:35])[CH3:36], predict the reactants needed to synthesize it. The reactants are: [CH2:1]([N:5]([CH2:33][CH:34]([CH3:36])[CH3:35])[C:6]1[CH:11]=[CH:10][C:9]([C:12]2[C:13]([C:19]([O:21]C)=[O:20])=[C:14]([CH3:18])[CH:15]=[CH:16][CH:17]=2)=[CH:8][C:7]=1[NH:23][C:24]([NH:26][C:27]1[O:31][N:30]=[C:29]([CH3:32])[CH:28]=1)=[O:25])[CH:2]([CH3:4])[CH3:3].[OH-].[Li+].[OH-].[Na+]. (9) Given the product [CH3:21][C:18]1([CH3:22])[O:17][CH:16]([CH2:15][O:14][C:13]2[CH:23]=[CH:24][C:10]([C:9]3[C:5]4[CH:4]=[C:3]([CH2:2][O:28][C:29]5[CH:30]=[CH:31][C:32]([C@@H:35]([C:42]#[C:43][CH3:44])[CH2:36][C:37]([O:39][CH2:40][CH3:41])=[O:38])=[CH:33][CH:34]=5)[CH:27]=[CH:26][C:6]=4[S:7][CH:8]=3)=[C:11]([CH3:25])[CH:12]=2)[CH2:20][O:19]1, predict the reactants needed to synthesize it. The reactants are: Cl[CH2:2][C:3]1[CH:27]=[CH:26][C:6]2[S:7][CH:8]=[C:9]([C:10]3[CH:24]=[CH:23][C:13]([O:14][CH2:15][CH:16]4[CH2:20][O:19][C:18]([CH3:22])([CH3:21])[O:17]4)=[CH:12][C:11]=3[CH3:25])[C:5]=2[CH:4]=1.[OH:28][C:29]1[CH:34]=[CH:33][C:32]([C@@H:35]([C:42]#[C:43][CH3:44])[CH2:36][C:37]([O:39][CH2:40][CH3:41])=[O:38])=[CH:31][CH:30]=1. (10) Given the product [C:1]([O:5][C:6]([NH:8][CH:9]1[CH2:10][CH2:11][N:12]([C:22](=[O:23])[C:20]([O:26][CH2:15][CH3:16])=[O:21])[CH2:13][CH2:14]1)=[O:7])([CH3:4])([CH3:2])[CH3:3], predict the reactants needed to synthesize it. The reactants are: [C:1]([O:5][C:6]([NH:8][CH:9]1[CH2:14][CH2:13][NH:12][CH2:11][CH2:10]1)=[O:7])([CH3:4])([CH3:3])[CH3:2].[C:15](#N)[CH3:16].CC[C:20]([C:22](Cl)=[O:23])=[O:21].C(=O)([O-])[OH:26].[Na+].